This data is from Peptide-MHC class I binding affinity with 185,985 pairs from IEDB/IMGT. The task is: Regression. Given a peptide amino acid sequence and an MHC pseudo amino acid sequence, predict their binding affinity value. This is MHC class I binding data. (1) The peptide sequence is TVLDHILQK. The binding affinity (normalized) is 0.0847. The MHC is HLA-A02:16 with pseudo-sequence HLA-A02:16. (2) The binding affinity (normalized) is 0.0950. The MHC is HLA-A03:01 with pseudo-sequence HLA-A03:01. The peptide sequence is STHEANTMAMM. (3) The peptide sequence is EQTDAAVKNW. The MHC is Mamu-B17 with pseudo-sequence Mamu-B17. The binding affinity (normalized) is 0. (4) The peptide sequence is DLNQAVNNL. The binding affinity (normalized) is 0. The MHC is H-2-Db with pseudo-sequence H-2-Db. (5) The peptide sequence is WEQWWTDYW. The MHC is Mamu-A11 with pseudo-sequence Mamu-A11. The binding affinity (normalized) is 0.730. (6) The peptide sequence is DLKITDVII. The MHC is HLA-A02:02 with pseudo-sequence HLA-A02:02. The binding affinity (normalized) is 0.160.